From a dataset of Reaction yield outcomes from USPTO patents with 853,638 reactions. Predict the reaction yield, written as a fraction of the theoretical maximum amount of product (1.0 means a 100% yield; for example, 0.34 means a 34% yield). The reactants are C([O:3][C:4]([C:6]1[C:7]2[C:15]([CH3:16])=[N:14][N:13]([C:17]3[CH:22]=[CH:21][C:20]([O:23][CH3:24])=[CH:19][CH:18]=3)[C:8]=2[N:9]=[C:10]([CH3:12])[CH:11]=1)=[O:5])C.O[Li].O. The catalyst is CO.O. The product is [CH3:24][O:23][C:20]1[CH:19]=[CH:18][C:17]([N:13]2[C:8]3[N:9]=[C:10]([CH3:12])[CH:11]=[C:6]([C:4]([OH:5])=[O:3])[C:7]=3[C:15]([CH3:16])=[N:14]2)=[CH:22][CH:21]=1. The yield is 0.920.